From a dataset of Full USPTO retrosynthesis dataset with 1.9M reactions from patents (1976-2016). Predict the reactants needed to synthesize the given product. Given the product [O:39]=[C:37]1[CH2:36][O:35][C:34]2[CH:40]=[CH:41][C:31]([NH:30][C:12]3[C:13]4[NH:18][N:17]=[CH:16][C:14]=4[N:15]=[C:10]([C:6]4[CH:5]=[C:4]([CH:9]=[CH:8][CH:7]=4)[C:3]([OH:2])=[O:29])[N:11]=3)=[CH:32][C:33]=2[NH:38]1, predict the reactants needed to synthesize it. The reactants are: C[O:2][C:3](=[O:29])[C:4]1[CH:9]=[CH:8][CH:7]=[C:6]([C:10]2[N:11]=[C:12](Cl)[C:13]3[C:14](=[CH:16][N:17](CC4C=CC(OC)=CC=4)[N:18]=3)[N:15]=2)[CH:5]=1.[NH2:30][C:31]1[CH:41]=[CH:40][C:34]2[O:35][CH2:36][C:37](=[O:39])[NH:38][C:33]=2[CH:32]=1.Cl.